From a dataset of Full USPTO retrosynthesis dataset with 1.9M reactions from patents (1976-2016). Predict the reactants needed to synthesize the given product. (1) The reactants are: [CH3:1][O:2][C:3]1[CH:26]=[CH:25][C:6]([CH2:7][N:8]2[CH:12]=[C:11]([C:13]3[N:14]=[C:15]([NH:18][C:19]4[CH:24]=[CH:23][CH:22]=[CH:21][N:20]=4)[S:16][CH:17]=3)[CH:10]=[N:9]2)=[CH:5][CH:4]=1.[Cl:27]N1C(=O)CCC1=O. Given the product [CH3:1][O:2][C:3]1[CH:4]=[CH:5][C:6]([CH2:7][N:8]2[CH:12]=[C:11]([C:13]3[N:14]=[C:15]([NH:18][C:19]4[CH:24]=[CH:23][CH:22]=[CH:21][N:20]=4)[S:16][C:17]=3[Cl:27])[CH:10]=[N:9]2)=[CH:25][CH:26]=1, predict the reactants needed to synthesize it. (2) Given the product [C:8]([C:7]1[C@H:6]([C:10]2[CH:11]=[C:12]3[C:16](=[CH:17][CH:18]=2)[NH:15][N:14]=[C:13]3[CH3:19])[C:5]([C:20]#[N:21])=[C:4]([C:22]([F:23])([F:25])[F:24])[N-:3][C:2]=1[CH3:1])#[N:9].[K+:27], predict the reactants needed to synthesize it. The reactants are: [CH3:1][C:2]1[NH:3][C:4]([C:22]([F:25])([F:24])[F:23])=[C:5]([C:20]#[N:21])[C@@H:6]([C:10]2[CH:11]=[C:12]3[C:16](=[CH:17][CH:18]=2)[NH:15][N:14]=[C:13]3[CH3:19])[C:7]=1[C:8]#[N:9].[OH-].[K+:27]. (3) The reactants are: [F:1][C:2]([F:7])([F:6])[C:3]([OH:5])=[O:4].[CH2:8]([S:10]([N:13]1[CH2:18][CH2:17][CH:16]([C:19]2[C:27]3[C:22](=[C:23]([C:39]([NH2:41])=[O:40])[CH:24]=[C:25]([C:28]4[CH:29]=[N:30][N:31]([CH2:33][CH2:34][NH:35][CH2:36][CH2:37]O)[CH:32]=4)[CH:26]=3)[NH:21][CH:20]=2)[CH2:15][CH2:14]1)(=[O:12])=[O:11])[CH3:9].[CH2:42](N)[CH2:43]CC.NCCO. Given the product [F:1][C:2]([F:7])([F:6])[C:3]([OH:5])=[O:4].[CH2:36]([NH:35][CH2:34][CH2:33][N:31]1[CH:32]=[C:28]([C:25]2[CH:26]=[C:27]3[C:22](=[C:23]([C:39]([NH2:41])=[O:40])[CH:24]=2)[NH:21][CH:20]=[C:19]3[CH:16]2[CH2:17][CH2:18][N:13]([S:10]([CH2:8][CH3:9])(=[O:12])=[O:11])[CH2:14][CH2:15]2)[CH:29]=[N:30]1)[CH2:37][CH2:42][CH3:43], predict the reactants needed to synthesize it. (4) The reactants are: [NH2:1][C:2]1[CH:7]=[CH:6][CH:5]=[CH:4][C:3]=1[OH:8].C(N(CC)CC)C.[I:16][C:17]1[CH:25]=[CH:24][C:20]([C:21](Cl)=[O:22])=[CH:19][CH:18]=1.O. Given the product [I:16][C:17]1[CH:25]=[CH:24][C:20]([C:21]([NH:1][C:2]2[CH:7]=[CH:6][CH:5]=[CH:4][C:3]=2[OH:8])=[O:22])=[CH:19][CH:18]=1, predict the reactants needed to synthesize it. (5) Given the product [Cl:1][C:2]([Cl:7])([Cl:6])[C:3]([O:4][CH:17]1[O:19][C@H:13]([CH2:12][O:11][C:8](=[O:10])[CH3:9])[C@@H:14]([O:30][CH2:31][CH2:32][CH2:33][CH2:34][CH2:35][CH3:36])[C@H:15]([O:23][CH2:24][CH2:25][CH2:26][CH2:27][CH2:28][CH3:29])[C@H:16]1[N:20]=[N+:21]=[N-:22])=[NH:5], predict the reactants needed to synthesize it. The reactants are: [Cl:1][C:2]([Cl:7])([Cl:6])[C:3](=[NH:5])[O-:4].[C:8]([O:11][CH2:12][C@H:13]1[O:19][CH:17](O)[C@H:16]([N:20]=[N+:21]=[N-:22])[C@@H:15]([O:23][CH2:24][CH2:25][CH2:26][CH2:27][CH2:28][CH3:29])[C@@H:14]1[O:30][CH2:31][CH2:32][CH2:33][CH2:34][CH2:35][CH3:36])(=[O:10])[CH3:9]. (6) Given the product [CH3:14][O:15][C:16](=[O:46])[CH2:17][C@H:18]1[C:22]2[CH:23]=[CH:24][C:25]([O:27][C@H:28]3[C:36]4[C:31](=[C:32]([C:2]5[C:3]([O:12][CH3:13])=[N:4][CH:5]=[CH:6][C:7]=5[C:8]([F:11])([F:10])[F:9])[CH:33]=[CH:34][CH:35]=4)[CH2:30][CH2:29]3)=[CH:26][C:21]=2[O:20][CH2:19]1, predict the reactants needed to synthesize it. The reactants are: I[C:2]1[C:3]([O:12][CH3:13])=[N:4][CH:5]=[CH:6][C:7]=1[C:8]([F:11])([F:10])[F:9].[CH3:14][O:15][C:16](=[O:46])[CH2:17][C@H:18]1[C:22]2[CH:23]=[CH:24][C:25]([O:27][C@H:28]3[C:36]4[C:31](=[C:32](B5OC(C)(C)C(C)(C)O5)[CH:33]=[CH:34][CH:35]=4)[CH2:30][CH2:29]3)=[CH:26][C:21]=2[O:20][CH2:19]1. (7) Given the product [CH:1]1([CH2:7][CH2:8][CH2:9][CH2:10][C:11]([NH:14][C@@H:15]2[C@H:19]3[O:20][CH2:21][C@H:22]([NH:23][C:24]([CH:26]4[CH2:27][CH2:28]4)=[O:25])[C@H:18]3[O:17][CH2:16]2)=[O:13])[CH2:2][CH2:3][CH2:4][CH2:5][CH2:6]1, predict the reactants needed to synthesize it. The reactants are: [CH:1]1([CH2:7][CH2:8][CH2:9][CH2:10][C:11]([OH:13])=O)[CH2:6][CH2:5][CH2:4][CH2:3][CH2:2]1.[NH2:14][C@@H:15]1[C@H:19]2[O:20][CH2:21][C@H:22]([NH:23][C:24]([CH:26]3[CH2:28][CH2:27]3)=[O:25])[C@H:18]2[O:17][CH2:16]1.